Task: Predict the product of the given reaction.. Dataset: Forward reaction prediction with 1.9M reactions from USPTO patents (1976-2016) (1) Given the reactants [Cl:1][C:2]1[CH:3]=[C:4]([N:10]2[CH:22]([CH:23]3[CH2:27][CH2:26][CH2:25][CH2:24]3)[CH:21]3[C:12]([C:13]4[CH:14]=[CH:15][C:16]([C:28]([OH:30])=O)=[N:17][C:18]=4[CH2:19][CH2:20]3)=[N:11]2)[CH:5]=[CH:6][C:7]=1[C:8]#[N:9].CC[N:33](C(C)C)C(C)C.CN(C(ON1N=NC2C=CC=NC1=2)=[N+](C)C)C.F[P-](F)(F)(F)(F)F.CN(C=O)C, predict the reaction product. The product is: [Cl:1][C:2]1[CH:3]=[C:4]([N:10]2[CH:22]([CH:23]3[CH2:27][CH2:26][CH2:25][CH2:24]3)[CH:21]3[C:12]([C:13]4[CH:14]=[CH:15][C:16]([C:28]([NH2:33])=[O:30])=[N:17][C:18]=4[CH2:19][CH2:20]3)=[N:11]2)[CH:5]=[CH:6][C:7]=1[C:8]#[N:9]. (2) The product is: [Cl:1][C:2]1[N:3]=[C:4]([N:18]2[CH2:19][CH2:20][O:21][CH2:22][CH2:23]2)[C:5]2[S:10][C:9]([CH2:11][N:12]3[CH2:17][CH2:16][N:15]([S:29]([CH2:28][S:25]([CH3:24])(=[O:27])=[O:26])(=[O:31])=[O:30])[CH2:14][CH2:13]3)=[CH:8][C:6]=2[N:7]=1. Given the reactants [Cl:1][C:2]1[N:3]=[C:4]([N:18]2[CH2:23][CH2:22][O:21][CH2:20][CH2:19]2)[C:5]2[S:10][C:9]([CH2:11][N:12]3[CH2:17][CH2:16][NH:15][CH2:14][CH2:13]3)=[CH:8][C:6]=2[N:7]=1.[CH3:24][S:25]([CH2:28][S:29](Cl)(=[O:31])=[O:30])(=[O:27])=[O:26], predict the reaction product. (3) The product is: [CH2:28]([O:27][CH:26]([O:30][CH2:31][CH3:32])[C:24]1[N:23]=[N:22][N:21]([C:4]2[CH:3]=[C:2]([C:38]3[CH:43]=[CH:42][CH:41]=[CH:40][N:39]=3)[C:10]3[S:9][C:8]([N:11]4[CH2:16][N:15]([CH3:17])[CH2:14][N:13]([CH2:18][CH3:19])[C:12]4=[O:20])=[N:7][C:6]=3[CH:5]=2)[CH:25]=1)[CH3:29]. Given the reactants Br[C:2]1[C:10]2[S:9][C:8]([N:11]3[CH2:16][N:15]([CH3:17])[CH2:14][N:13]([CH2:18][CH3:19])[C:12]3=[O:20])=[N:7][C:6]=2[CH:5]=[C:4]([N:21]2[CH:25]=[C:24]([CH:26]([O:30][CH2:31][CH3:32])[O:27][CH2:28][CH3:29])[N:23]=[N:22]2)[CH:3]=1.C([Sn](CCCC)(CCCC)[C:38]1[CH:43]=[CH:42][CH:41]=[CH:40][N:39]=1)CCC, predict the reaction product. (4) Given the reactants CS(O)(=O)=O.[Br:6][C:7]1[CH:14]=[CH:13][C:12]([C:15]([F:18])([F:17])[F:16])=[CH:11][C:8]=1[CH2:9][NH2:10].[OH-].[Na+].ClC(Cl)=C.[F:25][C:26]([F:40])([F:39])[C:27]1[CH:28]=[C:29]([CH:32]=[C:33]([C:35]([F:38])([F:37])[F:36])[CH:34]=1)[CH:30]=O.C(=O)([O-])[O-].[K+].[K+], predict the reaction product. The product is: [F:25][C:26]([F:39])([F:40])[C:27]1[CH:28]=[C:29]([CH:32]=[C:33]([C:35]([F:38])([F:36])[F:37])[CH:34]=1)[CH2:30][NH:10][CH2:9][C:8]1[CH:11]=[C:12]([C:15]([F:16])([F:17])[F:18])[CH:13]=[CH:14][C:7]=1[Br:6].